Predict the reactants needed to synthesize the given product. From a dataset of Full USPTO retrosynthesis dataset with 1.9M reactions from patents (1976-2016). Given the product [Cl:1][C:2]1[C:3]([CH3:24])=[N:4][O:5][C:6]=1[NH:7][C:16]([N:39]1[CH2:40][CH2:41][N:36]([C:34]2[S:33][N:32]=[C:31]([C:25]3[CH:30]=[CH:29][CH:28]=[CH:27][CH:26]=3)[N:35]=2)[CH2:37][CH2:38]1)=[O:18], predict the reactants needed to synthesize it. The reactants are: [Cl:1][C:2]1[C:3]([CH3:24])=[N:4][O:5][C:6]=1[N:7]([C:16]([O:18]CC(Cl)(Cl)Cl)=O)C(OCC(Cl)(Cl)Cl)=O.[C:25]1([C:31]2[N:35]=[C:34]([N:36]3[CH2:41][CH2:40][NH:39][CH2:38][CH2:37]3)[S:33][N:32]=2)[CH:30]=[CH:29][CH:28]=[CH:27][CH:26]=1.C(N(C(C)C)CC)(C)C.CS(C)=O.